From a dataset of Catalyst prediction with 721,799 reactions and 888 catalyst types from USPTO. Predict which catalyst facilitates the given reaction. (1) The catalyst class is: 3. Reactant: [Cl:1][C:2]1[CH:8]=[CH:7][C:5]([NH2:6])=[C:4]([N:9]2[CH2:14][CH2:13][N:12]([CH2:15][CH2:16][C:17]([F:20])([F:19])[F:18])[CH2:11][CH2:10]2)[CH:3]=1.C(O[C:26]([NH:28][CH2:29][C:30]1[CH:38]=[CH:37][C:33]([C:34]([OH:36])=O)=[C:32]([F:39])[C:31]=1[F:40])=O)(C)(C)C.[CH3:41][N:42]([C:44]([O:48]N1N=NC2C=CC=NC1=2)=[N+:45](C)C)[CH3:43].F[P-](F)(F)(F)(F)F.[CH3:65]CN(C(C)C)C(C)C. Product: [Cl:1][C:2]1[CH:8]=[CH:7][C:5]([NH:6][C:34]([C:33]2[CH:37]=[CH:38][C:30]([CH2:29][N:28]3[CH2:26][CH2:43][N:42]([C:44]([NH2:45])=[O:48])[CH2:41][CH2:65]3)=[C:31]([F:40])[C:32]=2[F:39])=[O:36])=[C:4]([N:9]2[CH2:14][CH2:13][N:12]([CH2:15][CH2:16][C:17]([F:19])([F:18])[F:20])[CH2:11][CH2:10]2)[CH:3]=1. (2) Reactant: [Cl:1][C:2]1[CH:7]=[C:6]([C:8]2[N:12]=[CH:11][N:10](/[CH:13]=[CH:14]\[C:15]([O:17]C(C)C)=[O:16])[N:9]=2)[CH:5]=[C:4]([O:21][CH3:22])[N:3]=1.[OH-].[Li+].CCOC(C)=O.CCCCCC. The catalyst class is: 1. Product: [Cl:1][C:2]1[CH:7]=[C:6]([C:8]2[N:12]=[CH:11][N:10](/[CH:13]=[CH:14]\[C:15]([OH:17])=[O:16])[N:9]=2)[CH:5]=[C:4]([O:21][CH3:22])[N:3]=1. (3) Reactant: [Cl:1][C:2]1[CH:3]=[C:4]([CH:8]=[C:9]([Cl:19])[C:10]=1[NH:11][C:12](=[O:18])[CH2:13][C:14]([CH3:17])([CH3:16])[CH3:15])[C:5]([OH:7])=O.C(Cl)(=O)C(Cl)=O.[NH2:26][C:27]1[S:28][CH:29]=[CH:30][N:31]=1.N1C=CC=CC=1. Product: [Cl:19][C:9]1[CH:8]=[C:4]([CH:3]=[C:2]([Cl:1])[C:10]=1[NH:11][C:12](=[O:18])[CH2:13][C:14]([CH3:17])([CH3:16])[CH3:15])[C:5]([NH:26][C:27]1[S:28][CH:29]=[CH:30][N:31]=1)=[O:7]. The catalyst class is: 825. (4) Reactant: [CH:1]1[C:11]2[C:10]3=[CH:12][C:13]4[CH:14]=[CH:15][C:16]([C:19]([O:21]C)=[O:20])=[CH:17][C:18]=4[N:9]3[CH2:8][CH:7]=[CH:6][C:5]=2[CH:4]=[CH:3][CH:2]=1.CS(N1CCNCC1)(=O)=O.C(N(CC)CC)C.CN(C(ON1N=NC2C=CC=NC1=2)=[N+](C)C)C.F[P-](F)(F)(F)(F)F. Product: [CH:1]1[C:11]2[C:10]3=[CH:12][C:13]4[CH:14]=[CH:15][C:16]([C:19]([OH:21])=[O:20])=[CH:17][C:18]=4[N:9]3[CH2:8][CH:7]=[CH:6][C:5]=2[CH:4]=[CH:3][CH:2]=1.[CH:1]1[C:11]2[C:10]3=[CH:12][C:13]4[CH:14]=[CH:15][C:16]([C:19]([OH:21])=[O:20])=[CH:17][C:18]=4[N:9]3[CH:8]=[CH:7][CH2:6][C:5]=2[CH:4]=[CH:3][CH:2]=1. The catalyst class is: 18.